This data is from Catalyst prediction with 721,799 reactions and 888 catalyst types from USPTO. The task is: Predict which catalyst facilitates the given reaction. (1) Reactant: Cl.[CH3:2][C:3]1[C:11]2[CH2:10][O:9][C:8](=[O:12])[C:7]=2[CH:6]=[CH:5][C:4]=1[CH:13]([O:21][CH3:22])[CH2:14][N:15]1[CH2:20][CH2:19][NH:18][CH2:17][CH2:16]1.[CH3:23][O:24][C:25]1[CH:32]=[C:31]([CH2:33][CH:34]=O)[CH:30]=[CH:29][C:26]=1[C:27]#[N:28].C([BH3-])#N.[Na+].CC(O)=O. Product: [CH3:2][C:3]1[C:11]2[CH2:10][O:9][C:8](=[O:12])[C:7]=2[CH:6]=[CH:5][C:4]=1[CH:13]([O:21][CH3:22])[CH2:14][N:15]1[CH2:20][CH2:19][N:18]([CH2:34][CH2:33][C:31]2[CH:30]=[CH:29][C:26]([C:27]#[N:28])=[C:25]([O:24][CH3:23])[CH:32]=2)[CH2:17][CH2:16]1. The catalyst class is: 191. (2) Reactant: C(Cl)(=O)C.[N:5]1[CH:6]=[CH:7][N:8]2[CH:13]=[CH:12][N:11]=[C:10]([N:14]3[CH2:18][CH2:17][C@H:16]([NH:19]C(=O)OC(C)(C)C)[CH2:15]3)[C:9]=12. Product: [N:5]1[CH:6]=[CH:7][N:8]2[CH:13]=[CH:12][N:11]=[C:10]([N:14]3[CH2:18][CH2:17][C@H:16]([NH2:19])[CH2:15]3)[C:9]=12. The catalyst class is: 5. (3) Reactant: [CH2:1](OC(N1C[C@@H](NC(O[CH2:1][C:2]2[CH:7]=[CH:6][CH:5]=[CH:4][CH:3]=2)=O)C[C@H]1CO)=O)[C:2]1[CH:7]=[CH:6][CH:5]=[CH:4][CH:3]=1.[C:29]1(P(C2C=CC=CC=2)C2C=CC=CC=2)C=CC=CC=1.[C:48]([OH:56])(=[O:55])[C:49]1[CH:54]=[CH:53][CH:52]=[CH:51][CH:50]=1.[N:57]([C:65]([O:67][CH:68]([CH3:70])[CH3:69])=[O:66])=[N:57][C:65]([O:67][CH:68]([CH3:70])[CH3:69])=[O:66]. Product: [C:68]([O:67][C:65]([N:57]1[CH2:7][CH2:6][C@@H:5]([O:55][C:48](=[O:56])[C:49]2[CH:54]=[CH:53][CH:52]=[CH:51][CH:50]=2)[C@H:4]1[CH2:3][C:2]#[CH:1])=[O:66])([CH3:69])([CH3:70])[CH3:29]. The catalyst class is: 7. (4) Reactant: [N:1]([CH2:4][CH2:5][O:6][CH2:7][CH2:8][O:9][CH2:10][CH2:11][O:12][CH2:13][CH2:14][O:15]S(C)(=O)=O)=[N+:2]=[N-:3].[CH3:20][O:21][C:22]1[CH:23]=[C:24]([CH:27]=[C:28](O)[C:29]=1[O:30][CH3:31])[CH:25]=[O:26].C(=O)([O-])[O-].[Cs+].[Cs+].[Cl-].[NH4+]. Product: [CH3:31][O:30][C:29]1[C:22]([O:21][CH3:20])=[CH:23][C:24]([CH:25]=[O:26])=[CH:27][C:28]=1[O:15][CH2:14][CH2:13][O:12][CH2:11][CH2:10][O:9][CH2:8][CH2:7][O:6][CH2:5][CH2:4][N:1]=[N+:2]=[N-:3]. The catalyst class is: 3. (5) Reactant: [C-:1]#[N:2].[Na+].[NH2:4][C:5]1[CH:15]=[CH:14][C:8]([C:9]([O:11][CH2:12][CH3:13])=[O:10])=[C:7]([F:16])[CH:6]=1.[C:17]1(=O)[CH2:20][CH2:19][CH2:18]1.[OH-].[Na+]. Product: [C:1]([C:17]1([NH:4][C:5]2[CH:15]=[CH:14][C:8]([C:9]([O:11][CH2:12][CH3:13])=[O:10])=[C:7]([F:16])[CH:6]=2)[CH2:20][CH2:19][CH2:18]1)#[N:2]. The catalyst class is: 86. (6) Reactant: [Cl:1][C:2]1[CH:19]=[C:18]([N+:20]([O-])=O)[CH:17]=[CH:16][C:3]=1[O:4][C:5]1[C:14]2[C:9](=[C:10]([F:15])[CH:11]=[CH:12][CH:13]=2)[N:8]=[CH:7][CH:6]=1.O.[Cl-].[Ca+2].[Cl-]. Product: [Cl:1][C:2]1[CH:19]=[C:18]([CH:17]=[CH:16][C:3]=1[O:4][C:5]1[C:14]2[C:9](=[C:10]([F:15])[CH:11]=[CH:12][CH:13]=2)[N:8]=[CH:7][CH:6]=1)[NH2:20]. The catalyst class is: 8.